From a dataset of Forward reaction prediction with 1.9M reactions from USPTO patents (1976-2016). Predict the product of the given reaction. (1) The product is: [ClH:21].[NH2:4][C@@H:3]([C@H:14]1[CH2:19][CH2:18][C@H:17]([CH3:20])[CH2:16][CH2:15]1)[C:1]#[N:2]. Given the reactants [C:1]([C@H:3]([C@H:14]1[CH2:19][CH2:18][C@H:17]([CH3:20])[CH2:16][CH2:15]1)[NH:4][S@](C1C=CC(C)=CC=1)=O)#[N:2].[ClH:21], predict the reaction product. (2) Given the reactants [CH3:1][N:2]1[CH:7]2[CH2:8][CH2:9][CH2:10][CH:3]1[CH2:4]N[CH2:6]2.[I:11][C:12]1[N:13]=[N:14][C:15](I)=[CH:16][CH:17]=1.[CH:19](N(C(C)C)CC)(C)C.[OH-].[Na+], predict the reaction product. The product is: [I:11][C:12]1[N:13]=[N:14][C:15]([CH:9]2[CH2:8][CH:7]3[N:2]([CH3:1])[CH:3]([CH2:4][CH2:19][CH2:6]3)[CH2:10]2)=[CH:16][CH:17]=1.